This data is from Forward reaction prediction with 1.9M reactions from USPTO patents (1976-2016). The task is: Predict the product of the given reaction. (1) Given the reactants [CH3:1][C@@:2]1([CH:8]=[CH:9][C:10]2[O:11][CH:12]=[CH:13][CH:14]=2)[CH2:6][O:5][C:4](=[O:7])[NH:3]1, predict the reaction product. The product is: [CH3:1][C@@:2]1([CH2:8][CH2:9][C:10]2[O:11][CH:12]=[CH:13][CH:14]=2)[CH2:6][O:5][C:4](=[O:7])[NH:3]1. (2) Given the reactants [Cl:1][C:2]1[C:3]([O:12][CH2:13][CH:14]2[CH2:19][CH2:18][CH2:17][CH2:16][CH2:15]2)=[CH:4][C:5]2[O:9][N:8]=[C:7]([NH2:10])[C:6]=2[CH:11]=1.C(N(CC)CC)C.[CH3:27][S:28](Cl)(=[O:30])=[O:29], predict the reaction product. The product is: [Cl:1][C:2]1[C:3]([O:12][CH2:13][CH:14]2[CH2:15][CH2:16][CH2:17][CH2:18][CH2:19]2)=[CH:4][C:5]2[O:9][N:8]=[C:7]([NH:10][S:28]([CH3:27])(=[O:30])=[O:29])[C:6]=2[CH:11]=1. (3) Given the reactants [CH3:1][O:2][C:3]1[CH:4]=[C:5]([NH:11][CH:12]=[C:13]2[C:18]3=[N:19][C:20]4[C:21]([CH3:27])=[CH:22][CH:23]=[CH:24][C:25]=4[CH:26]=[C:17]3[C:16](=[O:28])[O:15][C:14]2=[O:29])[CH:6]=[CH:7][C:8]=1[O:9][CH3:10].NC1C=C(OC)C(OC)=CC=1.N1C=CC=CC=1, predict the reaction product. The product is: [CH3:1][O:2][C:3]1[CH:4]=[C:5]([N:11]2[CH:12]=[C:13]([C:14]([OH:15])=[O:29])[C:18]3[N:19]=[C:20]4[C:21]([CH3:27])=[CH:22][CH:23]=[CH:24][C:25]4=[CH:26][C:17]=3[C:16]2=[O:28])[CH:6]=[CH:7][C:8]=1[O:9][CH3:10]. (4) Given the reactants [C:1]1(/[CH:7]=[CH:8]/[C:9]([NH:11][C:12]2[CH:13]=[C:14]3[C:18](=[CH:19][C:20]=2[NH:21][CH3:22])[N:17]([CH3:23])[C:16](=[O:24])[C:15]3([CH3:26])[CH3:25])=O)[CH:6]=[CH:5][CH:4]=[CH:3][CH:2]=1, predict the reaction product. The product is: [CH3:22][N:21]1[C:20]2[C:12](=[CH:13][C:14]3[C:15]([CH3:26])([CH3:25])[C:16](=[O:24])[N:17]([CH3:23])[C:18]=3[CH:19]=2)[N:11]=[C:9]1/[CH:8]=[CH:7]/[C:1]1[CH:6]=[CH:5][CH:4]=[CH:3][CH:2]=1. (5) Given the reactants Cl[C:2]1[C:3]2[C:4](=[CH:17][N:18](CC3C=CC(OC)=CC=3)[N:19]=2)[N:5]=[C:6]([C:8]2[N:9]=[C:10]3[CH:15]=[CH:14][CH:13]=[CH:12][N:11]3[CH:16]=2)[N:7]=1.[CH3:29][O:30][C:31]1[CH:32]=[C:33]([CH:35]=[CH:36][C:37]=1[O:38][CH3:39])[NH2:34].Cl, predict the reaction product. The product is: [CH3:29][O:30][C:31]1[CH:32]=[C:33]([NH:34][C:2]2[C:3]3[NH:19][N:18]=[CH:17][C:4]=3[N:5]=[C:6]([C:8]3[N:9]=[C:10]4[CH:15]=[CH:14][CH:13]=[CH:12][N:11]4[CH:16]=3)[N:7]=2)[CH:35]=[CH:36][C:37]=1[O:38][CH3:39].